From a dataset of Forward reaction prediction with 1.9M reactions from USPTO patents (1976-2016). Predict the product of the given reaction. Given the reactants Br[C:2]1[CH:3]=[C:4]([C:22]([OH:31])([C:27]([F:30])([F:29])[F:28])[C:23]([F:26])([F:25])[F:24])[CH:5]=[CH:6][C:7]=1[N:8]1[CH2:13][CH2:12][N:11]([S:14]([C:17]2[S:18][CH:19]=[CH:20][CH:21]=2)(=[O:16])=[O:15])[CH2:10][CH2:9]1.[CH:32]#[C:33][CH:34]([OH:37])[CH2:35][CH3:36], predict the reaction product. The product is: [S:18]1[CH:19]=[CH:20][CH:21]=[C:17]1[S:14]([N:11]1[CH2:12][CH2:13][N:8]([C:7]2[CH:6]=[CH:5][C:4]([C:22]([OH:31])([C:27]([F:30])([F:29])[F:28])[C:23]([F:26])([F:25])[F:24])=[CH:3][C:2]=2[C:32]#[C:33][CH:34]([OH:37])[CH2:35][CH3:36])[CH2:9][CH2:10]1)(=[O:16])=[O:15].